Task: Predict the product of the given reaction.. Dataset: Forward reaction prediction with 1.9M reactions from USPTO patents (1976-2016) (1) Given the reactants [F:1][C:2]1[CH:10]=[CH:9][C:5]([C:6](Cl)=[O:7])=[C:4]([C:11]([F:14])([F:13])[F:12])[CH:3]=1.[CH:15]1([CH2:18][CH2:19][CH2:20][NH:21][C:22]([C:24]2[N:25]=[N:26][C:27]([N:30]3[CH2:35][CH2:34][NH:33][CH2:32][CH2:31]3)=[CH:28][CH:29]=2)=[O:23])[CH2:17][CH2:16]1, predict the reaction product. The product is: [CH:15]1([CH2:18][CH2:19][CH2:20][NH:21][C:22]([C:24]2[N:25]=[N:26][C:27]([N:30]3[CH2:31][CH2:32][N:33]([C:6](=[O:7])[C:5]4[CH:9]=[CH:10][C:2]([F:1])=[CH:3][C:4]=4[C:11]([F:14])([F:13])[F:12])[CH2:34][CH2:35]3)=[CH:28][CH:29]=2)=[O:23])[CH2:17][CH2:16]1. (2) Given the reactants [N+:1]([C:4]1[CH:5]=[C:6]([CH:10]=[CH:11][C:12]=1[N:13]1[CH2:18][CH2:17][N:16]([C:19]2[CH:24]=[CH:23][CH:22]=[CH:21][C:20]=2[CH3:25])[CH2:15][CH2:14]1)[C:7]([OH:9])=[O:8])([O-:3])=[O:2].S(=O)(=O)(O)O.[CH3:31]O, predict the reaction product. The product is: [CH3:31][O:8][C:7](=[O:9])[C:6]1[CH:10]=[CH:11][C:12]([N:13]2[CH2:14][CH2:15][N:16]([C:19]3[CH:24]=[CH:23][CH:22]=[CH:21][C:20]=3[CH3:25])[CH2:17][CH2:18]2)=[C:4]([N+:1]([O-:3])=[O:2])[CH:5]=1. (3) Given the reactants [F:1][C:2]1[CH:3]=[C:4]([CH3:11])[C:5]([C:8](O)=[O:9])=[N:6][CH:7]=1.C(Cl)(=O)C([Cl:15])=O.CN(C)C=O.C1(C)C=CC=CC=1, predict the reaction product. The product is: [F:1][C:2]1[CH:3]=[C:4]([CH3:11])[C:5]([C:8]([Cl:15])=[O:9])=[N:6][CH:7]=1. (4) Given the reactants [C:1]([OH:7])(=O)[CH2:2][CH2:3][CH:4]=[CH2:5].[NH2:8][C@H:9]([C:13]1[CH:18]=[CH:17][CH:16]=[CH:15][CH:14]=1)[CH2:10][CH2:11][OH:12], predict the reaction product. The product is: [OH:12][CH2:11][CH2:10][C@H:9]([NH:8][C:1](=[O:7])[CH2:2][CH2:3][CH:4]=[CH2:5])[C:13]1[CH:18]=[CH:17][CH:16]=[CH:15][CH:14]=1. (5) Given the reactants [ClH:1].[NH2:2][CH2:3][CH2:4][C@H:5](O)[C:6]([O:8][CH3:9])=[O:7].Cl.O1CCOCC1.S(Cl)([Cl:20])=O, predict the reaction product. The product is: [ClH:20].[NH2:2][CH2:3][CH2:4][C@@H:5]([Cl:1])[C:6]([O:8][CH3:9])=[O:7]. (6) Given the reactants C(N(CC)C(C)C)(C)C.P(Cl)(Cl)([Cl:12])=O.[CH3:15][N:16]1[CH:24]=[N:23][C:22]2[C:17]1=[N:18][C:19]([C:26]1[CH:31]=[CH:30][CH:29]=[CH:28][N:27]=1)=[N:20][C:21]=2O.C(=O)([O-])O.[Na+], predict the reaction product. The product is: [Cl:12][C:21]1[N:20]=[C:19]([C:26]2[CH:31]=[CH:30][CH:29]=[CH:28][N:27]=2)[N:18]=[C:17]2[C:22]=1[N:23]=[CH:24][N:16]2[CH3:15]. (7) Given the reactants [CH:1]1([S:6][CH:7]([C:11]2[CH:16]=[CH:15][CH:14]=[CH:13][CH:12]=2)[C:8]([OH:10])=O)[CH2:5][CH2:4][CH2:3][CH2:2]1.[NH2:17][C:18]1[CH:23]=[CH:22][CH:21]=[CH:20][N:19]=1, predict the reaction product. The product is: [CH:1]1([S:6][CH:7]([C:11]2[CH:16]=[CH:15][CH:14]=[CH:13][CH:12]=2)[C:8]([NH:17][C:18]2[CH:23]=[CH:22][CH:21]=[CH:20][N:19]=2)=[O:10])[CH2:2][CH2:3][CH2:4][CH2:5]1. (8) Given the reactants [Mg].[CH3:2][O:3][C:4]1[CH:12]=[CH:11][C:7]([CH2:8][CH2:9]Br)=[CH:6][CH:5]=1.[Br-].[CH2:14]([N+:21]1[CH:22]=[C:23]2[C:28](=[CH:29][CH:30]=1)[N:27]=[CH:26][CH:25]=[CH:24]2)[C:15]1[CH:20]=[CH:19][CH:18]=[CH:17][CH:16]=1, predict the reaction product. The product is: [CH2:14]([N:21]1[CH:30]=[CH:29][C:28]2[N:27]=[CH:26][CH:25]=[CH:24][C:23]=2[CH:22]1[CH2:9][CH2:8][C:7]1[CH:11]=[CH:12][C:4]([O:3][CH3:2])=[CH:5][CH:6]=1)[C:15]1[CH:16]=[CH:17][CH:18]=[CH:19][CH:20]=1.